This data is from Full USPTO retrosynthesis dataset with 1.9M reactions from patents (1976-2016). The task is: Predict the reactants needed to synthesize the given product. (1) Given the product [C:12]([C:11]1[CH:14]=[C:7]([B:21]([OH:22])[OH:20])[CH:8]=[CH:9][C:10]=1[O:15][CH3:16])#[N:13], predict the reactants needed to synthesize it. The reactants are: C([Li])CCC.Br[C:7]1[CH:8]=[CH:9][C:10]([O:15][CH3:16])=[C:11]([CH:14]=1)[C:12]#[N:13].C([O:20][B:21](OC(C)C)[O:22]C(C)C)(C)C.Cl. (2) Given the product [CH2:1]([NH:4][S:5]([C:8]1[S:12][CH:11]=[C:10]([C:14]2[S:18][C:17]([NH:19][C:20](=[O:22])[CH3:21])=[N:16][C:15]=2[CH3:23])[CH:9]=1)(=[O:7])=[O:6])[CH:2]=[CH2:3], predict the reactants needed to synthesize it. The reactants are: [CH2:1]([NH:4][S:5]([C:8]1[S:12][C:11](Br)=[C:10]([C:14]2[S:18][C:17]([NH:19][C:20](=[O:22])[CH3:21])=[N:16][C:15]=2[CH3:23])[CH:9]=1)(=[O:7])=[O:6])[CH:2]=[CH2:3].C([Li])CCC.